Predict the reactants needed to synthesize the given product. From a dataset of Full USPTO retrosynthesis dataset with 1.9M reactions from patents (1976-2016). Given the product [Cl:49][C:50]1[CH:63]=[CH:62][C:53]2[NH:54][C:55]([CH:57]([NH:61][C:5](=[O:7])[C:4]3[CH:8]=[CH:9][C:10]([C:11]([N:13]4[CH2:17][CH2:16][CH2:15][CH2:14]4)=[O:12])=[C:2]([CH3:1])[CH:3]=3)[CH2:58][O:59][CH3:60])=[N:56][C:52]=2[CH:51]=1, predict the reactants needed to synthesize it. The reactants are: [CH3:1][C:2]1[CH:3]=[C:4]([CH:8]=[CH:9][C:10]=1[C:11]([N:13]1[CH2:17][CH2:16][CH2:15][CH2:14]1)=[O:12])[C:5]([OH:7])=O.CN(C(ON1N=NC2C=CC=CC1=2)=[N+](C)C)C.[B-](F)(F)(F)F.C(N(C(C)C)CC)(C)C.[Cl:49][C:50]1[CH:63]=[CH:62][C:53]2[NH:54][C:55]([CH:57]([NH2:61])[CH2:58][O:59][CH3:60])=[N:56][C:52]=2[CH:51]=1.ClCl.